This data is from Full USPTO retrosynthesis dataset with 1.9M reactions from patents (1976-2016). The task is: Predict the reactants needed to synthesize the given product. (1) Given the product [F:1][C:2]1[CH:3]=[CH:4][C:5]([NH:9][C:12](=[O:14])[CH3:13])=[C:6]([OH:8])[CH:7]=1, predict the reactants needed to synthesize it. The reactants are: [F:1][C:2]1[CH:3]=[CH:4][C:5]([N+:9]([O-])=O)=[C:6]([OH:8])[CH:7]=1.[C:12](OC(=O)C)(=[O:14])[CH3:13]. (2) Given the product [Cl:32][C:30]1[CH:29]=[C:16]([CH:15]=[C:14]([NH:13][C:2]2[C:3]3[C:8](=[N:7][C:6]([CH3:12])=[CH:5][CH:4]=3)[N:9]=[CH:10][CH:11]=2)[CH:31]=1)[O:17][CH2:18][C:19]1[CH:24]=[CH:23][C:22]([NH:25][C:26](=[O:28])[CH3:27])=[CH:21][CH:20]=1, predict the reactants needed to synthesize it. The reactants are: Cl[C:2]1[CH:11]=[CH:10][N:9]=[C:8]2[C:3]=1[CH:4]=[CH:5][C:6]([CH3:12])=[N:7]2.[NH2:13][C:14]1[CH:15]=[C:16]([CH:29]=[C:30]([Cl:32])[CH:31]=1)[O:17][CH2:18][C:19]1[CH:24]=[CH:23][C:22]([NH:25][C:26](=[O:28])[CH3:27])=[CH:21][CH:20]=1. (3) Given the product [Br:21][C:9]1[C:10]([NH2:13])=[N:11][CH:12]=[C:7]([CH2:6][CH2:5][S:2]([CH3:1])(=[O:3])=[O:4])[N:8]=1, predict the reactants needed to synthesize it. The reactants are: [CH3:1][S:2]([CH2:5][CH2:6][C:7]1[N:8]=[CH:9][C:10]([NH2:13])=[N:11][CH:12]=1)(=[O:4])=[O:3].C1C(=O)N([Br:21])C(=O)C1. (4) Given the product [F:1][C:2]1[CH:7]=[C:6]([F:8])[CH:5]=[C:4]([O:9][CH3:10])[C:3]=1[OH:11], predict the reactants needed to synthesize it. The reactants are: [F:1][C:2]1[CH:7]=[C:6]([F:8])[CH:5]=[C:4]([O:9][CH3:10])[C:3]=1[O:11]C1C=CC(C)=CC=1. (5) Given the product [C:1]([C:5]1[CH:6]=[C:7]([NH:17][C:18]([NH:19][C:20]2[S:24][C:23]([C:25]([N:35]3[CH2:36][CH2:37][N:32]([CH3:31])[CH2:33][CH2:34]3)=[O:26])=[C:22]([Cl:28])[C:21]=2[CH3:29])=[O:30])[N:8]([C:10]2[CH:15]=[CH:14][C:13]([F:16])=[CH:12][CH:11]=2)[N:9]=1)([CH3:4])([CH3:2])[CH3:3], predict the reactants needed to synthesize it. The reactants are: [C:1]([C:5]1[CH:6]=[C:7]([NH:17][C:18](=[O:30])[NH:19][C:20]2[S:24][C:23]([C:25](O)=[O:26])=[C:22]([Cl:28])[C:21]=2[CH3:29])[N:8]([C:10]2[CH:15]=[CH:14][C:13]([F:16])=[CH:12][CH:11]=2)[N:9]=1)([CH3:4])([CH3:3])[CH3:2].[CH3:31][N:32]1[CH2:37][CH2:36][NH:35][CH2:34][CH2:33]1.